Dataset: Full USPTO retrosynthesis dataset with 1.9M reactions from patents (1976-2016). Task: Predict the reactants needed to synthesize the given product. (1) Given the product [C:31]1([C:34]2[CH:35]=[CH:36][CH:37]=[CH:38][CH:39]=2)[CH:32]=[CH:33][C:28]([CH2:27][C@H:21]([NH:20][C:9]([C:4]2([CH2:3][C:2]([Cl:1])=[CH2:12])[CH2:5][CH2:6][CH2:7][CH2:8]2)=[O:11])[C:22]([N:24]([CH3:26])[CH3:25])=[O:23])=[CH:29][CH:30]=1, predict the reactants needed to synthesize it. The reactants are: [Cl:1][C:2](=[CH2:12])[CH2:3][C:4]1([C:9]([OH:11])=O)[CH2:8][CH2:7][CH2:6][CH2:5]1.OC(C(F)(F)F)=O.[NH2:20][C@@H:21]([CH2:27][C:28]1[CH:33]=[CH:32][C:31]([C:34]2[CH:39]=[CH:38][CH:37]=[CH:36][CH:35]=2)=[CH:30][CH:29]=1)[C:22]([N:24]([CH3:26])[CH3:25])=[O:23].CN(C(ON1N=NC2C=CC=NC1=2)=[N+](C)C)C.F[P-](F)(F)(F)(F)F. (2) The reactants are: CC1C=CC(S(O[CH2:12][C:13]2[CH:14]=[N:15][C:16]([CH3:19])=[CH:17][CH:18]=2)(=O)=O)=CC=1.BrCC1OC(C(F)(F)F)=CC=1.[NH:31]1[C:39]2[C:34](=[CH:35][CH:36]=[CH:37][CH:38]=2)[C:33]2([C:43]3=[CH:44][C:45]4[O:49][CH2:48][O:47][C:46]=4[CH:50]=[C:42]3[O:41][CH2:40]2)[C:32]1=[O:51].CC1(C)COC2=CC3OCC4(C=3C=C12)C1C(=CC=CC=1)NC4=O. Given the product [CH3:19][C:16]1[N:15]=[CH:14][C:13]([CH2:12][N:31]2[C:39]3[C:34](=[CH:35][CH:36]=[CH:37][CH:38]=3)[C:33]3([C:43]4=[CH:44][C:45]5[O:49][CH2:48][O:47][C:46]=5[CH:50]=[C:42]4[O:41][CH2:40]3)[C:32]2=[O:51])=[CH:18][CH:17]=1, predict the reactants needed to synthesize it. (3) The reactants are: [CH2:1]([O:8][C:9]1[CH:10]=[C:11]([C:17]2[N:18]=[C:19]([CH:27]3[CH2:30][CH2:29][CH2:28]3)[N:20]3[CH:25]=[CH:24][N:23]=[C:22](Cl)[C:21]=23)[CH:12]=[CH:13][C:14]=1[O:15][CH3:16])[C:2]1[CH:7]=[CH:6][CH:5]=[CH:4][CH:3]=1.C(OC1C=C(C(NC(C2CCC2)=O)C2C(Cl)=NC=C[N:49]=2)C=CC=1OC)C1C=CC=CC=1. Given the product [CH2:1]([O:8][C:9]1[CH:10]=[C:11]([C:17]2[N:18]=[C:19]([CH:27]3[CH2:30][CH2:29][CH2:28]3)[N:20]3[CH:25]=[CH:24][N:23]=[C:22]([NH2:49])[C:21]=23)[CH:12]=[CH:13][C:14]=1[O:15][CH3:16])[C:2]1[CH:7]=[CH:6][CH:5]=[CH:4][CH:3]=1, predict the reactants needed to synthesize it.